This data is from Catalyst prediction with 721,799 reactions and 888 catalyst types from USPTO. The task is: Predict which catalyst facilitates the given reaction. (1) Reactant: Cl[C:2]1[C:7]([N+:8]([O-])=O)=[CH:6][C:5]([C:11]([F:14])([F:13])[F:12])=[CH:4][N:3]=1. Product: [F:14][C:11]([F:12])([F:13])[C:5]1[CH:6]=[C:7]([NH2:8])[CH:2]=[N:3][CH:4]=1. The catalyst class is: 19. (2) Reactant: [CH2:1]([CH:3]1[O:5][CH2:4]1)Cl.C([O-])([O-])=O.[K+].[K+].[C:12]([C:14]1[CH:19]=[CH:18][C:17]([OH:20])=[CH:16][CH:15]=1)#[N:13]. Product: [O:5]1[CH2:4][CH:3]1[CH2:1][O:20][C:17]1[CH:18]=[CH:19][C:14]([C:12]#[N:13])=[CH:15][CH:16]=1. The catalyst class is: 23. (3) Reactant: [Cl:1][C:2]1[C:10]([N+:11]([O-:13])=[O:12])=[CH:9][CH:8]=[CH:7][C:3]=1[C:4]([OH:6])=[O:5].[C:14](Cl)(=O)[C:15](Cl)=O.CN(C=O)C.CCO. Product: [Cl:1][C:2]1[C:10]([N+:11]([O-:13])=[O:12])=[CH:9][CH:8]=[CH:7][C:3]=1[C:4]([O:6][CH2:14][CH3:15])=[O:5]. The catalyst class is: 2. (4) Reactant: [Br:1][C:2]1[CH:3]=[CH:4][C:5]([OH:18])=[C:6]([C:8](=[O:17])[CH2:9][C:10]2[CH:15]=[CH:14][C:13]([F:16])=[CH:12][CH:11]=2)[CH:7]=1.[C:19](OC(=O)CC)(=O)[CH2:20][CH3:21].Cl. Product: [Br:1][C:2]1[CH:7]=[C:6]2[C:5](=[CH:4][CH:3]=1)[O:18][C:19]([CH2:20][CH3:21])=[C:9]([C:10]1[CH:15]=[CH:14][C:13]([F:16])=[CH:12][CH:11]=1)[C:8]2=[O:17]. The catalyst class is: 66. (5) Reactant: [Cl:1][C:2]1[CH:3]=[C:4]([C:8]2[C:13]([O:14][CH3:15])=[CH:12][CH:11]=[C:10]([C:16]([C:18]3[CH:23]=[CH:22][C:21]([N+:24]([O-])=O)=[CH:20][CH:19]=3)=[O:17])[CH:9]=2)[CH:5]=[CH:6][CH:7]=1.[NH4+].[Cl-].O. Product: [NH2:24][C:21]1[CH:20]=[CH:19][C:18]([C:16]([C:10]2[CH:9]=[C:8]([C:4]3[CH:5]=[CH:6][CH:7]=[C:2]([Cl:1])[CH:3]=3)[C:13]([O:14][CH3:15])=[CH:12][CH:11]=2)=[O:17])=[CH:23][CH:22]=1. The catalyst class is: 190. (6) Product: [CH2:34]([O:27][C:24]1[CH:23]=[CH:22][C:21]([S:18]([C:5]2[C:6]([NH:8][C:9]3[C:14]([CH3:15])=[CH:13][C:12]([CH3:16])=[CH:11][C:10]=3[CH3:17])=[N:7][C:2]([CH3:1])=[N:3][CH:4]=2)(=[O:20])=[O:19])=[CH:26][CH:25]=1)[C:35]1[CH:40]=[CH:39][CH:38]=[CH:37][CH:36]=1. Reactant: [CH3:1][C:2]1[N:7]=[C:6]([NH:8][C:9]2[C:14]([CH3:15])=[CH:13][C:12]([CH3:16])=[CH:11][C:10]=2[CH3:17])[C:5]([S:18]([C:21]2[CH:26]=[CH:25][C:24]([OH:27])=[CH:23][CH:22]=2)(=[O:20])=[O:19])=[CH:4][N:3]=1.C(=O)([O-])[O-].[K+].[K+].[CH2:34](Br)[C:35]1[CH:40]=[CH:39][CH:38]=[CH:37][CH:36]=1.CC(C)=O. The catalyst class is: 6.